Dataset: Reaction yield outcomes from USPTO patents with 853,638 reactions. Task: Predict the reaction yield, written as a fraction of the theoretical maximum amount of product (1.0 means a 100% yield; for example, 0.34 means a 34% yield). (1) The reactants are [Na+].[OH:2][C:3]1[CH:8]=[CH:7][C:6]([S:9]([O-:12])(=[O:11])=[O:10])=[CH:5][CH:4]=1.Br[CH2:14][C:15]#[C:16][C:17]1[CH:22]=[CH:21][C:20]([Cl:23])=[CH:19][CH:18]=1. The catalyst is C(O)(C)C.[OH-].[Na+]. The product is [Cl:23][C:20]1[CH:21]=[CH:22][C:17]([C:16]#[C:15][CH2:14][O:2][C:3]2[CH:8]=[CH:7][C:6]([S:9]([OH:12])(=[O:10])=[O:11])=[CH:5][CH:4]=2)=[CH:18][CH:19]=1. The yield is 0.670. (2) The reactants are [NH2:1][C:2]1[CH:7]=[C:6]([CH3:8])[CH:5]=[CH:4][C:3]=1[S:9][CH2:10][C:11]1[CH:20]=[CH:19][CH:18]=[CH:17][C:12]=1[C:13]([O:15][CH3:16])=[O:14].[S:21]1[C:25]([S:26](Cl)(=[O:28])=[O:27])=[CH:24][C:23]2[CH:30]=[CH:31][CH:32]=[CH:33][C:22]1=2. The catalyst is N1C=CC=CC=1. The product is [S:21]1[C:22]2[CH:33]=[CH:32][CH:31]=[CH:30][C:23]=2[CH:24]=[C:25]1[S:26]([NH:1][C:2]1[CH:7]=[C:6]([CH3:8])[CH:5]=[CH:4][C:3]=1[S:9][CH2:10][C:11]1[CH:20]=[CH:19][CH:18]=[CH:17][C:12]=1[C:13]([O:15][CH3:16])=[O:14])(=[O:28])=[O:27]. The yield is 0.730. (3) The reactants are [Cl:1][C:2]1[CH:28]=[CH:27][C:5]([O:6][C:7]2[CH:12]=[CH:11][C:10]([N:13]3[C@@H:17]([C:18]4[CH:23]=[CH:22][CH:21]=[CH:20][CH:19]=4)[C@H:16]([CH2:24][OH:25])[O:15][C:14]3=[O:26])=[CH:9][CH:8]=2)=[CH:4][CH:3]=1.[CH:29]([N:32]=[C:33]=[O:34])([CH3:31])[CH3:30].O.C(OCC)(=O)C. The catalyst is CN(C=O)C. The product is [CH:29]([NH:32][C:33](=[O:34])[O:25][CH2:24][C@@H:16]1[O:15][C:14](=[O:26])[N:13]([C:10]2[CH:9]=[CH:8][C:7]([O:6][C:5]3[CH:4]=[CH:3][C:2]([Cl:1])=[CH:28][CH:27]=3)=[CH:12][CH:11]=2)[C@H:17]1[C:18]1[CH:23]=[CH:22][CH:21]=[CH:20][CH:19]=1)([CH3:31])[CH3:30]. The yield is 0.330. (4) The reactants are [C:1]([C:5]1[CH:10]=[CH:9][C:8]([N:11]2[C:19]3[C:14](=[CH:15][CH:16]=[CH:17][CH:18]=3)[C:13]([CH:20]=[O:21])=[C:12]2Cl)=[CH:7][CH:6]=1)([CH3:4])([CH3:3])[CH3:2].[NH:23]1[CH2:28][CH2:27][NH:26][CH2:25][CH2:24]1.O. The catalyst is O1CCOCC1. The product is [C:1]([C:5]1[CH:10]=[CH:9][C:8]([N:11]2[C:19]3[C:14](=[CH:15][CH:16]=[CH:17][CH:18]=3)[C:13]([CH:20]=[O:21])=[C:12]2[N:23]2[CH2:28][CH2:27][NH:26][CH2:25][CH2:24]2)=[CH:7][CH:6]=1)([CH3:4])([CH3:3])[CH3:2]. The yield is 0.700. (5) The reactants are Br[C:2]1[CH:3]=[C:4]([N:12]2[C:16]([CH3:17])=[CH:15][CH:14]=[C:13]2[CH3:18])[CH:5]=[C:6]([C:8]([F:11])([F:10])[F:9])[CH:7]=1.C([Li])CCC.[CH3:24][C:25]([CH3:27])=[O:26].[NH4+].[Cl-]. The catalyst is C1COCC1.CCCCCC. The product is [CH3:18][C:13]1[N:12]([C:4]2[CH:3]=[C:2]([C:25]([OH:26])([CH3:27])[CH3:24])[CH:7]=[C:6]([C:8]([F:11])([F:10])[F:9])[CH:5]=2)[C:16]([CH3:17])=[CH:15][CH:14]=1. The yield is 0.492. (6) The reactants are [N:1]1[O:2][N:3]=[C:4]2[CH:9]=[C:8](C(O)=O)[CH:7]=[CH:6][C:5]=12.C([N:15](CC)CC)C.C1C=CC(P(N=[N+]=[N-])(C2C=CC=CC=2)=O)=CC=1.C([O-])([O-])=O.[Na+].[Na+]. The catalyst is C1COCC1.C(Cl)Cl. The product is [NH2:15][C:8]1[CH:7]=[CH:6][C:5]2=[N:1][O:2][N:3]=[C:4]2[CH:9]=1. The yield is 0.410. (7) The reactants are BrN1C(C)(C)C(=O)N(Br)C1=O.[CH3:12][N:13]1[C:21]([C:22]2[CH:27]=[CH:26][CH:25]=[CH:24][CH:23]=2)=[C:20]2[C:15]([C:16]3([C:36]4[CH:41]=[CH:40][CH:39]=[CH:38][CH:37]=4)[CH2:31][CH:30]([C:32]#[N:33])[C:29](=[O:34])[CH:28]([CH3:35])[CH:17]3[CH2:18][CH2:19]2)=[N:14]1.N1C=CC=CC=1. The catalyst is CN(C)C=O. The product is [CH3:12][N:13]1[C:21]([C:22]2[CH:27]=[CH:26][CH:25]=[CH:24][CH:23]=2)=[C:20]2[C:15]([C:16]3([C:36]4[CH:41]=[CH:40][CH:39]=[CH:38][CH:37]=4)[CH:31]=[C:30]([C:32]#[N:33])[C:29](=[O:34])[CH:28]([CH3:35])[CH:17]3[CH2:18][CH2:19]2)=[N:14]1. The yield is 0.130.